Dataset: Reaction yield outcomes from USPTO patents with 853,638 reactions. Task: Predict the reaction yield, written as a fraction of the theoretical maximum amount of product (1.0 means a 100% yield; for example, 0.34 means a 34% yield). (1) The reactants are [Cl-].O[NH3+:3].[C:4](=[O:7])([O-])[OH:5].[Na+].CS(C)=O.[O:13]=[C:14]1[C:19]([CH2:20][C:21]2[CH:26]=[CH:25][C:24]([C:27]3[C:28]([C:33]#[N:34])=[CH:29][CH:30]=[CH:31][CH:32]=3)=[CH:23][CH:22]=2)=[C:18]([CH2:35][CH2:36][CH3:37])[N:17]2[N:38]=[CH:39][N:40]=[C:16]2[N:15]1[CH:41]1[CH2:46][CH2:45][O:44][CH2:43][CH2:42]1. The catalyst is C(OCC)(=O)C. The product is [O:7]=[C:4]1[O:5][N:3]=[C:33]([C:28]2[CH:29]=[CH:30][CH:31]=[CH:32][C:27]=2[C:24]2[CH:23]=[CH:22][C:21]([CH2:20][C:19]3[C:14](=[O:13])[N:15]([CH:41]4[CH2:42][CH2:43][O:44][CH2:45][CH2:46]4)[C:16]4[N:17]([N:38]=[CH:39][N:40]=4)[C:18]=3[CH2:35][CH2:36][CH3:37])=[CH:26][CH:25]=2)[NH:34]1. The yield is 0.560. (2) The reactants are [O:1]1[C:5]([CH2:6][C:7]([OH:9])=O)=[CH:4][N:3]=[CH:2]1.[CH:10]1([O:14][C:15]2[CH:16]=[C:17]([N:23]3[CH2:28][CH2:27][NH:26][C@@H:25]([CH2:29][CH:30]([CH3:32])[CH3:31])[CH2:24]3)[CH:18]=[CH:19][C:20]=2[O:21][CH3:22])[CH2:13][CH2:12][CH2:11]1. No catalyst specified. The product is [CH:10]1([O:14][C:15]2[CH:16]=[C:17]([N:23]3[CH2:28][CH2:27][N:26]([C:7](=[O:9])[CH2:6][C:5]4[O:1][CH:2]=[N:3][CH:4]=4)[C@@H:25]([CH2:29][CH:30]([CH3:32])[CH3:31])[CH2:24]3)[CH:18]=[CH:19][C:20]=2[O:21][CH3:22])[CH2:11][CH2:12][CH2:13]1. The yield is 0.0400. (3) The reactants are CS(C)=O.C(Cl)(=O)C(Cl)=O.O[CH2:12][C@H:13]1[CH2:22][CH2:21][C:20]2[C:15](=[CH:16][CH:17]=[C:18]([C:23]3[CH:32]=[CH:31][C:26]([C:27]([O:29][CH3:30])=[O:28])=[CH:25][CH:24]=3)[CH:19]=2)[O:14]1.C(N(CC)CC)C.[NH2:40][CH2:41][C@H:42]([OH:51])[CH2:43][O:44][C:45]1[CH:50]=[CH:49][CH:48]=[CH:47][CH:46]=1.C(O)(=O)C.C(O[BH-](OC(=O)C)OC(=O)C)(=O)C.[Na+]. The catalyst is C(Cl)Cl. The product is [OH:51][C@H:42]([CH2:43][O:44][C:45]1[CH:50]=[CH:49][CH:48]=[CH:47][CH:46]=1)[CH2:41][NH:40][CH2:12][C@H:13]1[CH2:22][CH2:21][C:20]2[C:15](=[CH:16][CH:17]=[C:18]([C:23]3[CH:32]=[CH:31][C:26]([C:27]([O:29][CH3:30])=[O:28])=[CH:25][CH:24]=3)[CH:19]=2)[O:14]1. The yield is 0.990. (4) The reactants are [OH-].[Na+].C[O:4][C:5](=[O:22])[CH2:6][CH2:7][C:8](=[O:21])[C:9]1[CH:14]=[CH:13][C:12]([O:15][CH3:16])=[C:11]([O:17][CH3:18])[C:10]=1[O:19][CH3:20].O. The catalyst is CO. The product is [O:21]=[C:8]([C:9]1[CH:14]=[CH:13][C:12]([O:15][CH3:16])=[C:11]([O:17][CH3:18])[C:10]=1[O:19][CH3:20])[CH2:7][CH2:6][C:5]([OH:22])=[O:4]. The yield is 0.940. (5) The reactants are [CH2:1]([C:7]1[CH:8]=[C:9]([C:13]2[N:17]([CH3:18])[C:16]([C:19]([N:21]3[CH2:26][CH2:25][CH:24]([N:27]4[CH2:31][CH2:30][CH2:29][CH2:28]4)[CH2:23][CH2:22]3)=[O:20])=[C:15]([CH2:32][CH2:33][CH2:34][OH:35])[N:14]=2)[CH:10]=[CH:11][CH:12]=1)[CH2:2][CH2:3][CH2:4][CH2:5][CH3:6].[F:36][C:37]1[CH:44]=[CH:43][C:40]([CH2:41]Br)=[CH:39][CH:38]=1.[H-].[Na+]. The catalyst is CN(C=O)C. The product is [F:36][C:37]1[CH:44]=[CH:43][C:40]([CH2:41][O:35][CH2:34][CH2:33][CH2:32][C:15]2[N:14]=[C:13]([C:9]3[CH:10]=[CH:11][CH:12]=[C:7]([CH2:1][CH2:2][CH2:3][CH2:4][CH2:5][CH3:6])[CH:8]=3)[N:17]([CH3:18])[C:16]=2[C:19]([N:21]2[CH2:26][CH2:25][CH:24]([N:27]3[CH2:31][CH2:30][CH2:29][CH2:28]3)[CH2:23][CH2:22]2)=[O:20])=[CH:39][CH:38]=1. The yield is 0.260. (6) The reactants are [I:1][C:2]1[C:3]([NH:15][S:16]([CH3:19])(=[O:18])=[O:17])=[CH:4][C:5]([S:13][CH3:14])=[C:6]([CH:12]=1)[C:7](OCC)=[O:8].[H-].C([Al+]CC(C)C)C(C)C. The catalyst is C1(C)C=CC=CC=1. The product is [OH:8][CH2:7][C:6]1[C:5]([S:13][CH3:14])=[CH:4][C:3]([NH:15][S:16]([CH3:19])(=[O:17])=[O:18])=[C:2]([I:1])[CH:12]=1. The yield is 0.800. (7) The reactants are Cl[C:2]1[C:7]([N+:8]([O-:10])=[O:9])=[CH:6][CH:5]=[C:4]([Cl:11])[N:3]=1.[C:12]([Cu])#[N:13]. The catalyst is CN1CCCC1=O. The product is [Cl:11][C:4]1[N:3]=[C:2]([C:12]#[N:13])[C:7]([N+:8]([O-:10])=[O:9])=[CH:6][CH:5]=1. The yield is 0.414. (8) The reactants are [CH3:1][C:2]1[C:6]([CH2:7][N:8]2[CH:12]=[C:11]([N:13]3[C:17](=[O:18])[CH2:16][NH:15][C:14]3=[O:19])[CH:10]=[N:9]2)=[C:5]([CH3:20])[O:4][N:3]=1.[OH:21][C:22]1[CH:30]=[CH:29][C:25]([CH2:26][CH2:27]Br)=[CH:24][CH:23]=1. The yield is 0.310. The product is [CH3:1][C:2]1[C:6]([CH2:7][N:8]2[CH:12]=[C:11]([N:13]3[C:17](=[O:18])[CH2:16][N:15]([CH2:27][CH2:26][C:25]4[CH:29]=[CH:30][C:22]([OH:21])=[CH:23][CH:24]=4)[C:14]3=[O:19])[CH:10]=[N:9]2)=[C:5]([CH3:20])[O:4][N:3]=1. No catalyst specified. (9) The reactants are Cl[C:2]1[CH:7]=[CH:6][N:5]=[CH:4][C:3]=1[N+:8]([O-:10])=[O:9].[NH:11]1[CH2:16][CH2:15][CH2:14][CH2:13][CH2:12]1. The catalyst is C(O)C. The product is [N+:8]([C:3]1[CH:4]=[N:5][CH:6]=[CH:7][C:2]=1[N:11]1[CH2:16][CH2:15][CH2:14][CH2:13][CH2:12]1)([O-:10])=[O:9]. The yield is 0.950.